Dataset: Catalyst prediction with 721,799 reactions and 888 catalyst types from USPTO. Task: Predict which catalyst facilitates the given reaction. (1) Product: [N:1]([CH2:4][C:5]1([CH3:16])[CH2:9][C:8]2[CH:10]=[C:11]([C:28]3[CH:27]=[CH:26][C:25]([C:23]([N:20]4[CH2:21][CH2:22][O:17][CH2:18][CH2:19]4)=[O:24])=[CH:30][CH:29]=3)[CH:12]=[C:13]([Cl:14])[C:7]=2[O:6]1)=[N+:2]=[N-:3]. The catalyst class is: 117. Reactant: [N:1]([CH2:4][C:5]1([CH3:16])[CH2:9][C:8]2[CH:10]=[C:11](Br)[CH:12]=[C:13]([Cl:14])[C:7]=2[O:6]1)=[N+:2]=[N-:3].[O:17]1[CH2:22][CH2:21][N:20]([C:23]([C:25]2[CH:30]=[CH:29][C:28](B3OC(C)(C)C(C)(C)O3)=[CH:27][CH:26]=2)=[O:24])[CH2:19][CH2:18]1.C([O-])([O-])=O.[K+].[K+]. (2) Reactant: [H-].[Na+].[Cl:3][C:4]1[CH:5]=[C:6]([CH:8]=[CH:9][CH:10]=1)[NH2:7].Cl[C:12]1[CH:17]=[CH:16][CH:15]=[C:14]([Cl:18])[C:13]=1[N+:19]([O-:21])=[O:20].Cl. Product: [Cl:18][C:14]1[C:13]([N+:19]([O-:21])=[O:20])=[C:12]([CH:17]=[CH:16][CH:15]=1)[NH:7][C:6]1[CH:8]=[CH:9][CH:10]=[C:4]([Cl:3])[CH:5]=1. The catalyst class is: 20. (3) Reactant: [CH2:1]([O:4][C:5]1[C:17]([C:18]([F:21])([F:20])[F:19])=[CH:16][CH:15]=[C:14]([CH2:22][O:23][C:24]2[CH:29]=[CH:28][C:27]([C:30]3[CH:35]=[CH:34][C:33]([CH2:36][C:37]([O:39][CH2:40][CH:41]=[CH2:42])=[O:38])=[C:32]([F:43])[CH:31]=3)=[CH:26][CH:25]=2)[C:6]=1[C:7]([O:9][C:10]([CH3:13])([CH3:12])[CH3:11])=[O:8])[CH:2]=[CH2:3].C(O[CH:49](OC(C)(C)C)[N:50]([CH3:52])[CH3:51])(C)(C)C.O. Product: [CH2:1]([O:4][C:5]1[C:17]([C:18]([F:20])([F:21])[F:19])=[CH:16][CH:15]=[C:14]([CH2:22][O:23][C:24]2[CH:29]=[CH:28][C:27]([C:30]3[CH:35]=[CH:34][C:33]([C:36]([C:37]([O:39][CH2:40][CH:41]=[CH2:42])=[O:38])=[CH:49][N:50]([CH3:52])[CH3:51])=[C:32]([F:43])[CH:31]=3)=[CH:26][CH:25]=2)[C:6]=1[C:7]([O:9][C:10]([CH3:13])([CH3:12])[CH3:11])=[O:8])[CH:2]=[CH2:3]. The catalyst class is: 11. (4) Reactant: F[C:2]1[N:10]=[C:9]2[C:5]([N:6]=[CH:7][N:8]2[CH2:11][CH2:12][C:13]2[CH:18]=[CH:17][CH:16]=[C:15]([OH:19])[CH:14]=2)=[C:4]([NH:20][C:21]2[CH:26]=[CH:25][C:24]([C:27]([P:31](=[O:34])([OH:33])[OH:32])([OH:30])[PH2:28]=[O:29])=[CH:23][CH:22]=2)[N:3]=1.[CH3:35][N:36]([CH3:41])[CH2:37][CH2:38]CN.[CH:42]([N:45](CC)C(C)C)(C)C. Product: [CH3:41][N:36]([CH3:35])[CH:37]([CH3:38])[CH2:42][NH:45][C:2]1[N:10]=[C:9]2[C:5]([N:6]=[CH:7][N:8]2[CH2:11][CH2:12][C:13]2[CH:18]=[CH:17][CH:16]=[C:15]([OH:19])[CH:14]=2)=[C:4]([NH:20][C:21]2[CH:26]=[CH:25][C:24]([C:27]([P:31](=[O:34])([OH:33])[OH:32])([OH:30])[PH2:28]=[O:29])=[CH:23][CH:22]=2)[N:3]=1. The catalyst class is: 16. (5) Reactant: Br[CH2:2][CH2:3][CH2:4][CH2:5][CH2:6][NH:7][C:8]([NH:10][CH2:11][CH2:12][CH2:13][CH2:14][CH3:15])=[O:9].[OH:16][C:17]1[C:22]2[N:23]=[C:24]([NH:26][C:27](=[O:29])[CH3:28])[S:25][C:21]=2[CH:20]=[CH:19][CH:18]=1.C([O-])([O-])=O.[K+].[K+]. Product: [CH2:11]([NH:10][C:8](=[O:9])[NH:7][CH2:6][CH2:5][CH2:4][CH2:3][CH2:2][O:16][C:17]1[C:22]2[N:23]=[C:24]([NH:26][C:27](=[O:29])[CH3:28])[S:25][C:21]=2[CH:20]=[CH:19][CH:18]=1)[CH2:12][CH2:13][CH2:14][CH3:15]. The catalyst class is: 18.